This data is from Full USPTO retrosynthesis dataset with 1.9M reactions from patents (1976-2016). The task is: Predict the reactants needed to synthesize the given product. (1) Given the product [CH:42]1([C:45]([N:47]2[CH2:51][CH2:50][C@@H:49]([CH2:52][N:53]3[C:57]([C:58]4[CH:63]=[CH:62][C:61]([C:64]5[CH:65]=[CH:66][C:67]([F:70])=[CH:68][CH:69]=5)=[CH:60][CH:59]=4)=[N:56][N:55]([CH2:40][CH2:39][N:34]4[CH2:35][CH2:36][CH2:37][CH2:38]4)[C:54]3=[O:71])[CH2:48]2)=[O:46])[CH2:44][CH2:43]1, predict the reactants needed to synthesize it. The reactants are: C1C=CC(P(C2C=CC=CC=2)C2C=CC=CC=2)=CC=1.CC(OC(/N=N/C(OC(C)C)=O)=O)C.[N:34]1([CH2:39][CH2:40]O)[CH2:38][CH2:37][CH2:36][CH2:35]1.[CH:42]1([C:45]([N:47]2[CH2:51][CH2:50][C@@H:49]([CH2:52][N:53]3[C:57]([C:58]4[CH:63]=[CH:62][C:61]([C:64]5[CH:69]=[CH:68][C:67]([F:70])=[CH:66][CH:65]=5)=[CH:60][CH:59]=4)=[N:56][NH:55][C:54]3=[O:71])[CH2:48]2)=[O:46])[CH2:44][CH2:43]1. (2) Given the product [CH3:11][C:9]([O:12][C:13]([NH:15][C@H:16]([C:21]([NH:7][CH2:6][CH2:5][CH2:4][NH:3][CH2:1][CH3:2])=[O:23])[CH2:17][CH:18]([CH3:19])[CH3:20])=[O:14])([CH3:8])[CH3:10], predict the reactants needed to synthesize it. The reactants are: [CH2:1]([NH:3][CH2:4][CH2:5][CH2:6][NH2:7])[CH3:2].[CH3:8][C:9]([O:12][C:13]([NH:15][C@H:16]([C:21]([O:23]C1C=CC([N+]([O-])=O)=CC=1)=O)[CH2:17][CH:18]([CH3:20])[CH3:19])=[O:14])([CH3:11])[CH3:10]. (3) The reactants are: BrC1C=CC(Br)=CN=1.NN.[Br:11][C:12]1[CH:13]=[CH:14][C:15]([NH:18]N)=[N:16][CH:17]=1.N(C1C=CC=CN=1)N.[CH3:28][CH:29]([CH3:33])[C:30](=O)[CH3:31]. Given the product [Br:11][C:12]1[CH:13]=[C:14]2[C:29]([CH3:33])([CH3:28])[C:30]([CH3:31])=[N:18][C:15]2=[N:16][CH:17]=1, predict the reactants needed to synthesize it. (4) Given the product [Cl:34][C:35]1[CH:40]=[C:39]([C:2]2[C:22]([O:23][CH3:24])=[CH:21][C:5]3[N:6]([CH3:20])[C:7](=[O:19])[CH2:8][N:9]=[C:10]([C:11]4[CH:12]=[C:13]([CH:16]=[CH:17][CH:18]=4)[C:14]#[N:15])[C:4]=3[CH:3]=2)[CH:38]=[CH:37][CH:36]=1, predict the reactants needed to synthesize it. The reactants are: Br[C:2]1[C:22]([O:23][CH3:24])=[CH:21][C:5]2[N:6]([CH3:20])[C:7](=[O:19])[CH2:8][N:9]=[C:10]([C:11]3[CH:12]=[C:13]([CH:16]=[CH:17][CH:18]=3)[C:14]#[N:15])[C:4]=2[CH:3]=1.C1(B(O)O)C=CC=CC=1.[Cl:34][C:35]1[CH:36]=[C:37](B(O)O)[CH:38]=[CH:39][CH:40]=1. (5) Given the product [F:30][C:31]1[CH:32]=[C:33]([CH:36]=[CH:37][CH:38]=1)[CH2:34][NH:35][C:21]([C:20]1[C:14]2[NH:13][C:12]([C:6]3[C:7](=[O:11])[NH:8][CH:9]=[CH:10][C:5]=3[NH:4][CH2:3][C@@H:2]([OH:1])[C:24]3[CH:29]=[CH:28][CH:27]=[CH:26][CH:25]=3)=[N:16][C:15]=2[CH:17]=[CH:18][CH:19]=1)=[O:22], predict the reactants needed to synthesize it. The reactants are: [OH:1][C@@H:2]([C:24]1[CH:29]=[CH:28][CH:27]=[CH:26][CH:25]=1)[CH2:3][NH:4][C:5]1[CH:10]=[CH:9][NH:8][C:7](=[O:11])[C:6]=1[C:12]1[NH:13][C:14]2[C:20]([C:21](O)=[O:22])=[CH:19][CH:18]=[CH:17][C:15]=2[N:16]=1.[F:30][C:31]1[CH:32]=[C:33]([CH:36]=[CH:37][CH:38]=1)[CH2:34][NH2:35].CCN(C(C)C)C(C)C.CN(C(ON1N=NC2C=CC=NC1=2)=[N+](C)C)C.F[P-](F)(F)(F)(F)F.